This data is from Forward reaction prediction with 1.9M reactions from USPTO patents (1976-2016). The task is: Predict the product of the given reaction. (1) Given the reactants [C:1]12([C:11]3[CH:12]=[C:13]([C:19]4[CH:20]=[C:21]5[C:26](=[CH:27][CH:28]=4)[CH:25]=[C:24](Br)[CH:23]=[CH:22]5)[CH:14]=[CH:15][C:16]=3[O:17][CH3:18])[CH2:10][CH:5]3[CH2:6][CH:7]([CH2:9][CH:3]([CH2:4]3)[CH2:2]1)[CH2:8]2.[H-].[Na+].[Li]CCCC.[C:37](=[O:39])=[O:38], predict the reaction product. The product is: [CH3:18][O:17][C:16]1[CH:15]=[CH:14][C:13]([C:19]2[CH:28]=[CH:27][C:26]3[CH:25]=[C:24]([C:37]([OH:39])=[O:38])[CH:23]=[CH:22][C:21]=3[CH:20]=2)=[CH:12][C:11]=1[C:1]12[CH2:2][CH:3]3[CH2:9][CH:7]([CH2:6][CH:5]([CH2:4]3)[CH2:10]1)[CH2:8]2. (2) Given the reactants [CH3:1][O:2][C:3]1[CH:8]=[CH:7][C:6]([S:9]([C:12]2([CH2:19][CH2:20][CH2:21][C:22]#[C:23][C:24]3[CH:29]=[CH:28][CH:27]=[C:26]([N+:30]([O-])=O)[CH:25]=3)[S:16][C:15](=[O:17])[NH:14][C:13]2=[O:18])(=[O:11])=[O:10])=[CH:5][CH:4]=1, predict the reaction product. The product is: [NH2:30][C:26]1[CH:25]=[C:24]([C:23]#[C:22][CH2:21][CH2:20][CH2:19][C:12]2([S:9]([C:6]3[CH:5]=[CH:4][C:3]([O:2][CH3:1])=[CH:8][CH:7]=3)(=[O:11])=[O:10])[S:16][C:15](=[O:17])[NH:14][C:13]2=[O:18])[CH:29]=[CH:28][CH:27]=1. (3) Given the reactants O([BH-](OC(C)=O)OC(C)=O)C(C)=O.[Na+].[Cl:15][C:16]1[N:21]=[CH:20][N:19]=[C:18]([NH2:22])[CH:17]=1.[CH:23]1([O:28][C:29]2[CH:30]=[C:31]([CH:34]=[CH:35][C:36]=2[O:37][CH3:38])[CH:32]=O)[CH2:27][CH2:26][CH2:25][CH2:24]1.CC(O)=O, predict the reaction product. The product is: [Cl:15][C:16]1[N:21]=[CH:20][N:19]=[C:18]([NH:22][CH2:32][C:31]2[CH:34]=[CH:35][C:36]([O:37][CH3:38])=[C:29]([O:28][CH:23]3[CH2:27][CH2:26][CH2:25][CH2:24]3)[CH:30]=2)[CH:17]=1. (4) The product is: [CH2:29]([O:28][C:26](=[O:27])[CH2:25][CH2:24][CH2:23][CH2:22][CH2:21][NH:18][C:19]([N:15]1[CH:16]=[CH:17][C:13]([C:11](=[O:12])[NH:10][C:4]2[C:5]([CH3:9])=[CH:6][CH:7]=[CH:8][C:3]=2[O:2][CH3:1])=[N:14]1)=[O:20])[CH3:30]. Given the reactants [CH3:1][O:2][C:3]1[CH:8]=[CH:7][CH:6]=[C:5]([CH3:9])[C:4]=1[NH:10][C:11]([C:13]1[CH:17]=[CH:16][NH:15][N:14]=1)=[O:12].[N:18]([CH2:21][CH2:22][CH2:23][CH2:24][CH2:25][C:26]([O:28][CH2:29][CH3:30])=[O:27])=[C:19]=[O:20], predict the reaction product. (5) Given the reactants CC1(C)O[C@H](CON)CO1.FC1C(NC2C=CC(I)=CC=2F)=C(C=CC=1F)C(O)=O.[OH:31][C@H:32]([CH2:55][OH:56])[CH2:33][O:34][NH:35][C:36](=[O:54])[C:37]1[CH:42]=[CH:41][C:40]([F:43])=[C:39]([F:44])[C:38]=1[NH:45][C:46]1[CH:51]=[CH:50][C:49]([I:52])=[CH:48][C:47]=1[F:53], predict the reaction product. The product is: [OH:31][C@@H:32]([CH2:55][OH:56])[CH2:33][O:34][NH:35][C:36](=[O:54])[C:37]1[CH:42]=[CH:41][C:40]([F:43])=[C:39]([F:44])[C:38]=1[NH:45][C:46]1[CH:51]=[CH:50][C:49]([I:52])=[CH:48][C:47]=1[F:53]. (6) Given the reactants [P:1]([O-:6])([O:4][CH3:5])[O:2][CH3:3].[CH:7](=[O:14])[C:8]1[CH:13]=[CH:12][CH:11]=[CH:10][CH:9]=1.[F-].[K+], predict the reaction product. The product is: [OH:14][CH:7]([P:1](=[O:6])([O:4][CH3:5])[O:2][CH3:3])[C:8]1[CH:13]=[CH:12][CH:11]=[CH:10][CH:9]=1. (7) Given the reactants [CH:1]1([CH2:7][NH2:8])[CH2:6][CH2:5][CH2:4][CH2:3][CH2:2]1.C(N(CC)CC)C.[CH2:16]([O:19][C:20]1[C:28]([O:29][CH3:30])=[CH:27][C:23]([C:24](Cl)=[O:25])=[CH:22][C:21]=1[O:31][CH3:32])[C:17]#[CH:18], predict the reaction product. The product is: [CH:1]1([CH2:7][NH:8][C:24](=[O:25])[C:23]2[CH:22]=[C:21]([O:31][CH3:32])[C:20]([O:19][CH2:16][C:17]#[CH:18])=[C:28]([O:29][CH3:30])[CH:27]=2)[CH2:6][CH2:5][CH2:4][CH2:3][CH2:2]1. (8) Given the reactants [Cl:1][C:2]1[N:7]=[C:6]([NH:8][CH2:9][CH2:10][CH2:11][OH:12])[CH:5]=[CH:4][C:3]=1[C:13]([F:16])([F:15])[F:14].O[C:18]1[CH:19]=[C:20]2[C:24](=[CH:25][CH:26]=1)[C@H:23]([CH2:27][C:28]([O:30][CH2:31][CH3:32])=[O:29])[CH2:22][CH2:21]2.C1(P(C2C=CC=CC=2)C2C=CC=CC=2)C=CC=CC=1.N(C(N1CCCCC1)=O)=NC(N1CCCCC1)=O, predict the reaction product. The product is: [Cl:1][C:2]1[N:7]=[C:6]([NH:8][CH2:9][CH2:10][CH2:11][O:12][C:18]2[CH:19]=[C:20]3[C:24](=[CH:25][CH:26]=2)[C@H:23]([CH2:27][C:28]([O:30][CH2:31][CH3:32])=[O:29])[CH2:22][CH2:21]3)[CH:5]=[CH:4][C:3]=1[C:13]([F:16])([F:14])[F:15].